This data is from Peptide-MHC class I binding affinity with 185,985 pairs from IEDB/IMGT. The task is: Regression. Given a peptide amino acid sequence and an MHC pseudo amino acid sequence, predict their binding affinity value. This is MHC class I binding data. (1) The peptide sequence is SLSEPWRDF. The MHC is HLA-A68:02 with pseudo-sequence HLA-A68:02. The binding affinity (normalized) is 0.0847. (2) The MHC is HLA-A03:01 with pseudo-sequence HLA-A03:01. The binding affinity (normalized) is 0.279. The peptide sequence is IFLRFIPDK. (3) The peptide sequence is SLLHESTLK. The binding affinity (normalized) is 0.0847. The MHC is HLA-A26:01 with pseudo-sequence HLA-A26:01. (4) The peptide sequence is RVLGRVLPY. The MHC is HLA-B08:02 with pseudo-sequence HLA-B08:02. The binding affinity (normalized) is 0.0847. (5) The peptide sequence is VSEPELCLL. The MHC is HLA-B58:01 with pseudo-sequence HLA-B58:01. The binding affinity (normalized) is 0.0847. (6) The peptide sequence is RKAAYPAV. The MHC is H-2-Kb with pseudo-sequence H-2-Kb. The binding affinity (normalized) is 0.0735. (7) The peptide sequence is CNYSKYWYL. The MHC is HLA-A02:03 with pseudo-sequence HLA-A02:03. The binding affinity (normalized) is 0.180. (8) The peptide sequence is TIIDRIGPY. The MHC is HLA-A26:03 with pseudo-sequence HLA-A26:03. The binding affinity (normalized) is 0.797. (9) The peptide sequence is FQVNRFTGY. The MHC is HLA-A30:01 with pseudo-sequence HLA-A30:01. The binding affinity (normalized) is 0.0847.